This data is from Cav3 T-type calcium channel HTS with 100,875 compounds. The task is: Binary Classification. Given a drug SMILES string, predict its activity (active/inactive) in a high-throughput screening assay against a specified biological target. (1) The compound is S(=O)(=O)(N(CCN1CCCC1)CCC#N)c1ccc(cc1)C. The result is 0 (inactive). (2) The molecule is s1c(C2N(C(=O)C2Oc2ccccc2)Cc2cc3OCOc3cc2)ccc1. The result is 0 (inactive).